The task is: Predict the reactants needed to synthesize the given product.. This data is from Full USPTO retrosynthesis dataset with 1.9M reactions from patents (1976-2016). (1) Given the product [OH:8][CH2:9][CH2:10][C@@H:11]1[CH2:23][C:22]2[C:21]3[C:20]([O:24][CH:25]4[CH2:26][CH2:27][CH:28]([NH:31][C:32](=[O:38])[O:33][C:34]([CH3:36])([CH3:35])[CH3:37])[CH2:29][CH2:30]4)=[N:19][CH:18]=[N:17][C:16]=3[S:15][C:14]=2[CH2:13][CH2:12]1, predict the reactants needed to synthesize it. The reactants are: [Si]([O:8][CH2:9][CH2:10][C@@H:11]1[CH2:23][C:22]2[C:21]3[C:20]([O:24][CH:25]4[CH2:30][CH2:29][CH:28]([NH:31][C:32](=[O:38])[O:33][C:34]([CH3:37])([CH3:36])[CH3:35])[CH2:27][CH2:26]4)=[N:19][CH:18]=[N:17][C:16]=3[S:15][C:14]=2[CH2:13][CH2:12]1)(C(C)(C)C)(C)C.CCCC[N+](CCCC)(CCCC)CCCC.[F-]. (2) The reactants are: [CH:1]1([N:6]2[C:15]3[N:14]=[C:13]([NH:16][C:17]4[CH:25]=[CH:24][C:20]([C:21](O)=[O:22])=[CH:19][C:18]=4[O:26][CH3:27])[N:12]=[CH:11][C:10]=3[N:9]([CH3:28])[CH2:8][C@H:7]2[CH:29]2[CH2:31][CH2:30]2)[CH2:5][CH2:4][CH2:3][CH2:2]1.F[B-](F)(F)F.N1(OC(N(C)C)=[N+](C)C)C2C=CC=CC=2N=N1.[CH3:54][N:55]1[CH2:60][CH2:59][CH:58]([NH2:61])[CH2:57][CH2:56]1.CCN(C(C)C)C(C)C. Given the product [NH3:6].[CH:1]1([N:6]2[C:15]3[N:14]=[C:13]([NH:16][C:17]4[CH:25]=[CH:24][C:20]([C:21]([NH:61][CH:58]5[CH2:59][CH2:60][N:55]([CH3:54])[CH2:56][CH2:57]5)=[O:22])=[CH:19][C:18]=4[O:26][CH3:27])[N:12]=[CH:11][C:10]=3[N:9]([CH3:28])[CH2:8][C@H:7]2[CH:29]2[CH2:30][CH2:31]2)[CH2:2][CH2:3][CH2:4][CH2:5]1, predict the reactants needed to synthesize it. (3) Given the product [NH2:25][CH2:26][C:27]1[CH:32]=[CH:31][C:30]([C:2]2[CH:3]=[CH:4][C:5](=[O:23])[N:6]([CH2:8][CH2:9][O:10][C:11]3[C:20]4[C:15](=[CH:16][C:17]([O:21][CH3:22])=[CH:18][CH:19]=4)[N:14]=[CH:13][CH:12]=3)[N:7]=2)=[CH:29][CH:28]=1, predict the reactants needed to synthesize it. The reactants are: Cl[C:2]1[CH:3]=[CH:4][C:5](=[O:23])[N:6]([CH2:8][CH2:9][O:10][C:11]2[C:20]3[C:15](=[CH:16][C:17]([O:21][CH3:22])=[CH:18][CH:19]=3)[N:14]=[CH:13][CH:12]=2)[N:7]=1.Cl.[NH2:25][CH2:26][C:27]1[CH:32]=[CH:31][C:30](B(O)O)=[CH:29][CH:28]=1.C([O-])([O-])=O.[Na+].[Na+].ClCCl.